From a dataset of Catalyst prediction with 721,799 reactions and 888 catalyst types from USPTO. Predict which catalyst facilitates the given reaction. (1) Reactant: [OH:1][C:2]1[C:7](=[O:8])[NH:6][C:5]([CH2:9][C:10]2[CH:15]=[CH:14][CH:13]=[CH:12][C:11]=2[C:16]2[CH:21]=[CH:20][CH:19]=[C:18]([CH3:22])[CH:17]=2)=[N:4][C:3]=1[C:23]([O:25]C)=[O:24].O.[OH-].[Li+].C1COCC1. Product: [OH:1][C:2]1[C:7](=[O:8])[NH:6][C:5]([CH2:9][C:10]2[CH:15]=[CH:14][CH:13]=[CH:12][C:11]=2[C:16]2[CH:21]=[CH:20][CH:19]=[C:18]([CH3:22])[CH:17]=2)=[N:4][C:3]=1[C:23]([OH:25])=[O:24]. The catalyst class is: 6. (2) Reactant: [I-].[CH3:2][N+:3]1[CH:8]=[CH:7][C:6]([C:9]([CH3:20])([C:11]2[CH:16]=[CH:15][C:14]([N+:17]([O-:19])=[O:18])=[CH:13][CH:12]=2)[CH3:10])=[CH:5][CH:4]=1.[BH4-].[Na+]. Product: [CH3:2][N:3]1[CH2:4][CH:5]=[C:6]([C:9]([CH3:20])([C:11]2[CH:12]=[CH:13][C:14]([N+:17]([O-:19])=[O:18])=[CH:15][CH:16]=2)[CH3:10])[CH2:7][CH2:8]1. The catalyst class is: 5.